From a dataset of Catalyst prediction with 721,799 reactions and 888 catalyst types from USPTO. Predict which catalyst facilitates the given reaction. (1) Reactant: F[C:2]1[CH:7]=[CH:6][C:5]([N+:8]([O-:10])=[O:9])=[CH:4][CH:3]=1.[CH3:11][O:12][CH2:13][CH2:14][N:15]1[CH2:20][CH2:19][NH:18][CH2:17][CH2:16]1.C(=O)([O-])[O-].[K+].[K+]. Product: [CH3:11][O:12][CH2:13][CH2:14][N:15]1[CH2:20][CH2:19][N:18]([C:2]2[CH:7]=[CH:6][C:5]([N+:8]([O-:10])=[O:9])=[CH:4][CH:3]=2)[CH2:17][CH2:16]1. The catalyst class is: 9. (2) Reactant: [OH-].[Na+].C([O:6][C:7](=[O:19])[CH2:8][CH:9]1[CH2:14][CH2:13][CH2:12][CH2:11][CH:10]1[O:15][CH2:16][CH:17]=[CH2:18])C=C. Product: [CH2:16]([O:15][C@@H:10]1[CH2:11][CH2:12][CH2:13][CH2:14][C@H:9]1[CH2:8][C:7]([OH:19])=[O:6])[CH:17]=[CH2:18]. The catalyst class is: 5.